This data is from Full USPTO retrosynthesis dataset with 1.9M reactions from patents (1976-2016). The task is: Predict the reactants needed to synthesize the given product. (1) Given the product [CH2:39]([C:38]1[C:37]2[CH:41]=[CH:42][C:43]([C:45]([F:48])([F:47])[F:46])=[CH:44][C:36]=2[S:35][C:34]=1[CH2:33][CH2:32][CH2:31][S:13][C:14]1[CH:19]=[CH:18][C:17]([O:20][CH2:21][C:22]([O:24][CH2:25][CH3:26])=[O:23])=[C:16]([CH3:27])[CH:15]=1)[CH3:40], predict the reactants needed to synthesize it. The reactants are: BrC1C=CC2SC(CCC[S:13][C:14]3[CH:19]=[CH:18][C:17]([O:20][CH2:21][C:22]([O:24][CH2:25][CH3:26])=[O:23])=[C:16]([CH3:27])[CH:15]=3)=C(C)C=2C=1.Br[CH2:31][CH2:32][CH2:33][C:34]1[S:35][C:36]2[CH:44]=[C:43]([C:45]([F:48])([F:47])[F:46])[CH:42]=[CH:41][C:37]=2[C:38]=1[CH2:39][CH3:40]. (2) Given the product [CH3:1][C:2]1[CH:11]=[CH:10][C:9]2[C:4](=[CH:5][CH:6]=[C:7]([O:12][C:15](=[O:16])[N:14]([CH3:13])[C:18]3[CH:23]=[CH:22][CH:21]=[CH:20][CH:19]=3)[CH:8]=2)[N:3]=1, predict the reactants needed to synthesize it. The reactants are: [CH3:1][C:2]1[CH:11]=[CH:10][C:9]2[C:4](=[CH:5][CH:6]=[C:7]([OH:12])[CH:8]=2)[N:3]=1.[CH3:13][N:14]([C:18]1[CH:23]=[CH:22][CH:21]=[CH:20][CH:19]=1)[C:15](Cl)=[O:16].N12CCN(CC1)CC2. (3) Given the product [CH3:1][O:2][C:3]1[S:7][C:6]([C:8]([OH:10])=[O:9])=[N:5][CH:4]=1, predict the reactants needed to synthesize it. The reactants are: [CH3:1][O:2][C:3]1[S:7][C:6]([C:8]([O:10]CC)=[O:9])=[N:5][CH:4]=1.C1COCC1. (4) Given the product [CH3:20][C:3]1[CH:4]=[C:5]([O:6][Si:7]([CH:14]([CH3:16])[CH3:15])([CH:11]([CH3:13])[CH3:12])[CH:8]([CH3:10])[CH3:9])[CH:17]=[C:18]([CH3:19])[C:2]=1[CH:34]([C:33]1[CH:32]=[CH:31][C:30]([O:29][CH2:28][O:27][CH3:26])=[CH:37][CH:36]=1)[OH:35], predict the reactants needed to synthesize it. The reactants are: Br[C:2]1[C:18]([CH3:19])=[CH:17][C:5]([O:6][Si:7]([CH:14]([CH3:16])[CH3:15])([CH:11]([CH3:13])[CH3:12])[CH:8]([CH3:10])[CH3:9])=[CH:4][C:3]=1[CH3:20].C([Li])CCC.[CH3:26][O:27][CH2:28][O:29][C:30]1[CH:37]=[CH:36][C:33]([CH:34]=[O:35])=[CH:32][CH:31]=1. (5) The reactants are: [F:1][CH:2]([F:24])[C:3]1[N:8]2[N:9]=[CH:10][C:11]([C:12]#[CH:13])=[C:7]2[N:6]=[C:5]([C:14]2[CH:19]=[CH:18][C:17]([C:20]([F:23])([F:22])[F:21])=[CH:16][CH:15]=2)[CH:4]=1.Br[C:26]1[CH:27]=[C:28]([S:32]([NH:35][CH2:36][CH2:37][N:38]([CH3:40])[CH3:39])(=[O:34])=[O:33])[CH:29]=[CH:30][CH:31]=1. Given the product [F:24][CH:2]([F:1])[C:3]1[N:8]2[N:9]=[CH:10][C:11]([C:12]#[C:13][C:26]3[CH:27]=[C:28]([S:32]([NH:35][CH2:36][CH2:37][N:38]([CH3:40])[CH3:39])(=[O:33])=[O:34])[CH:29]=[CH:30][CH:31]=3)=[C:7]2[N:6]=[C:5]([C:14]2[CH:19]=[CH:18][C:17]([C:20]([F:23])([F:22])[F:21])=[CH:16][CH:15]=2)[CH:4]=1, predict the reactants needed to synthesize it.